This data is from Peptide-MHC class I binding affinity with 185,985 pairs from IEDB/IMGT. The task is: Regression. Given a peptide amino acid sequence and an MHC pseudo amino acid sequence, predict their binding affinity value. This is MHC class I binding data. (1) The peptide sequence is RALGPGATL. The MHC is HLA-B15:03 with pseudo-sequence HLA-B15:03. The binding affinity (normalized) is 0.797. (2) The peptide sequence is ISFDSTNFL. The MHC is Mamu-A01 with pseudo-sequence Mamu-A01. The binding affinity (normalized) is 0.716. (3) The peptide sequence is RSADGSPPY. The MHC is HLA-A11:01 with pseudo-sequence HLA-A11:01. The binding affinity (normalized) is 0.699. (4) The peptide sequence is LASIAGHHF. The MHC is HLA-B15:17 with pseudo-sequence HLA-B15:17. The binding affinity (normalized) is 0.837. (5) The binding affinity (normalized) is 0.783. The MHC is Patr-B2401 with pseudo-sequence Patr-B2401. The peptide sequence is SDYLVLDTI. (6) The peptide sequence is SEPVLKGVKL. The MHC is HLA-B40:01 with pseudo-sequence HLA-B40:01. The binding affinity (normalized) is 0.516. (7) The peptide sequence is GKIKGKYSY. The MHC is HLA-A30:01 with pseudo-sequence HLA-A30:01. The binding affinity (normalized) is 0.0847. (8) The peptide sequence is TNTVSYAAL. The MHC is H-2-Kb with pseudo-sequence H-2-Kb. The binding affinity (normalized) is 0.738.